From a dataset of Reaction yield outcomes from USPTO patents with 853,638 reactions. Predict the reaction yield, written as a fraction of the theoretical maximum amount of product (1.0 means a 100% yield; for example, 0.34 means a 34% yield). (1) The reactants are [N+:1]([C:4]1[CH:11]=[C:8]([C:9]#[N:10])[C:7]([NH2:12])=[CH:6][CH:5]=1)([O-:3])=[O:2].[C:13]1(=O)[CH2:18][CH2:17][CH2:16][CH2:15][CH2:14]1. The catalyst is C(OCC)(=O)C.[Cl-].[Zn+2].[Cl-]. The product is [NH2:10][C:9]1[C:8]2[C:7]([N:12]=[C:13]3[C:14]=1[CH2:15][CH2:16][CH2:17][CH2:18]3)=[CH:6][CH:5]=[C:4]([N+:1]([O-:3])=[O:2])[CH:11]=2. The yield is 0.330. (2) The catalyst is O1CCCC1. The reactants are [F:1][C:2]1[CH:17]=[CH:16][C:5]([CH2:6][N:7]2[CH2:13][CH:12]3[NH:14][CH:9]([CH2:10][CH2:11]3)[C:8]2=O)=[CH:4][CH:3]=1.[H-].[Al+3].[Li+].[H-].[H-].[H-]. The yield is 0.940. The product is [F:1][C:2]1[CH:3]=[CH:4][C:5]([CH2:6][N:7]2[CH2:8][CH:9]3[NH:14][CH:12]([CH2:11][CH2:10]3)[CH2:13]2)=[CH:16][CH:17]=1. (3) The reactants are [Br:1][C:2]1[C:10]2[C:9](Cl)=[N:8][CH:7]=[N:6][C:5]=2[S:4][CH:3]=1.[N:12]1([CH2:17][CH2:18][O:19][CH2:20][CH:21]2[CH2:26][CH2:25][NH:24][CH2:23][CH2:22]2)[CH2:16][CH2:15][CH2:14][CH2:13]1.C(=O)([O-])[O-].[K+].[K+].C(OCC)(=O)C. The catalyst is C(#N)C.O. The product is [Br:1][C:2]1[C:10]2[C:9]([N:24]3[CH2:25][CH2:26][CH:21]([CH2:20][O:19][CH2:18][CH2:17][N:12]4[CH2:16][CH2:15][CH2:14][CH2:13]4)[CH2:22][CH2:23]3)=[N:8][CH:7]=[N:6][C:5]=2[S:4][CH:3]=1. The yield is 0.930. (4) The reactants are [Mg].Cl[CH:3]1[CH2:8][CH2:7][O:6][CH2:5][CH2:4]1.[O:9]=[C:10]1[C:15]([CH2:16][C:17]2[CH:22]=[CH:21][C:20]([C:23]3[C:24]([C:29]#[N:30])=[CH:25][CH:26]=[CH:27][CH:28]=3)=[CH:19][CH:18]=2)=[C:14]([CH2:31][CH2:32][CH3:33])[N:13]2[N:34]=[CH:35][N:36]=[C:12]2[N:11]1[CH:37]1[CH2:42][CH2:41][C:40](=[O:43])[CH2:39][CH2:38]1.Cl. The catalyst is BrCCBr.O1CCCC1. The product is [OH:43][C:40]1([CH:3]2[CH2:8][CH2:7][O:6][CH2:5][CH2:4]2)[CH2:41][CH2:42][CH:37]([N:11]2[C:10](=[O:9])[C:15]([CH2:16][C:17]3[CH:22]=[CH:21][C:20]([C:23]4[C:24]([C:29]#[N:30])=[CH:25][CH:26]=[CH:27][CH:28]=4)=[CH:19][CH:18]=3)=[C:14]([CH2:31][CH2:32][CH3:33])[N:13]3[N:34]=[CH:35][N:36]=[C:12]23)[CH2:38][CH2:39]1. The yield is 0.200. (5) The product is [F:26][C:25]([F:28])([F:27])[C:21]1[CH:20]=[C:19]([N:18]2[C:14]([NH:13][C:11]([C:10]3[CH:9]=[N:8][N:5]4[CH:6]=[CH:7][C:2]([NH2:29])=[N:3][C:4]=34)=[O:12])=[CH:15][CH:16]=[N:17]2)[CH:24]=[CH:23][CH:22]=1. The yield is 0.0400. The catalyst is C(O)C. The reactants are Cl[C:2]1[CH:7]=[CH:6][N:5]2[N:8]=[CH:9][C:10]([C:11]([NH:13][C:14]3[N:18]([C:19]4[CH:24]=[CH:23][CH:22]=[C:21]([C:25]([F:28])([F:27])[F:26])[CH:20]=4)[N:17]=[CH:16][CH:15]=3)=[O:12])=[C:4]2[N:3]=1.[NH3:29]. (6) The reactants are Br[C:2]1[CH:3]=[CH:4][C:5]([N+:15]([O-:17])=[O:16])=[C:6]([N:8]2[CH2:13][CH2:12][CH:11]([CH3:14])[CH2:10][CH2:9]2)[CH:7]=1.[CH2:18]([OH:21])[C:19]#[CH:20].C(N(CC)CC)C. The catalyst is O1CCOCC1.CCOC(C)=O.[Cu]I. The product is [CH3:14][CH:11]1[CH2:12][CH2:13][N:8]([C:6]2[CH:7]=[C:2]([C:20]#[C:19][CH2:18][OH:21])[CH:3]=[CH:4][C:5]=2[N+:15]([O-:17])=[O:16])[CH2:9][CH2:10]1. The yield is 0.770. (7) The reactants are [ClH:1].C(OC([N:9]1[CH2:14][CH2:13][CH:12]([CH2:15][CH2:16][CH2:17][O:18][C:19]2[CH:24]=[CH:23][C:22]([C:25]([N:27]3[CH2:36][C:35]4[CH:34]=[N:33][N:32]([CH3:37])[C:31]=4[NH:30][C:29]4[CH:38]=[CH:39][CH:40]=[CH:41][C:28]3=4)=[O:26])=[CH:21][C:20]=2[CH3:42])[CH2:11][CH2:10]1)=O)(C)(C)C. The catalyst is O1CCOCC1.CO. The product is [ClH:1].[CH3:37][N:32]1[C:31]2[NH:30][C:29]3[CH:38]=[CH:39][CH:40]=[CH:41][C:28]=3[N:27]([C:25]([C:22]3[CH:23]=[CH:24][C:19]([O:18][CH2:17][CH2:16][CH2:15][CH:12]4[CH2:13][CH2:14][NH:9][CH2:10][CH2:11]4)=[C:20]([CH3:42])[CH:21]=3)=[O:26])[CH2:36][C:35]=2[CH:34]=[N:33]1. The yield is 0.970. (8) The reactants are [C:1]([O:5][C:6](=[O:32])[CH2:7][CH2:8][C:9]1[CH:14]=[CH:13][C:12]([O:15][CH2:16][CH2:17][C:18]2[N:19]=[C:20]([C:24]3[CH:29]=[CH:28][CH:27]=[CH:26][CH:25]=3)[O:21][C:22]=2[CH3:23])=[CH:11][C:10]=1[CH2:30]O)([CH3:4])([CH3:3])[CH3:2].C1COCC1.C1(P(C2C=CC=CC=2)C2C=CC=CC=2)C=CC=CC=1.C(Br)(Br)(Br)[Br:58]. The catalyst is CCOC(C)=O. The product is [C:1]([O:5][C:6](=[O:32])[CH2:7][CH2:8][C:9]1[CH:14]=[CH:13][C:12]([O:15][CH2:16][CH2:17][C:18]2[N:19]=[C:20]([C:24]3[CH:29]=[CH:28][CH:27]=[CH:26][CH:25]=3)[O:21][C:22]=2[CH3:23])=[CH:11][C:10]=1[CH2:30][Br:58])([CH3:4])([CH3:3])[CH3:2]. The yield is 0.830. (9) The reactants are [F:1][C:2]1[CH:7]=[CH:6][C:5]([CH2:8]C(Cl)=O)=[CH:4][CH:3]=1.[CH3:12][C:13]1[O:17][C:16]([CH2:18][CH2:19][NH2:20])=[CH:15][CH:14]=1.CCN(CC)CC.C1C[O:31]CC1. No catalyst specified. The product is [F:1][C:2]1[CH:3]=[CH:4][C:5]([C:8]([NH:20][CH2:19][CH2:18][C:16]2[O:17][C:13]([CH3:12])=[CH:14][CH:15]=2)=[O:31])=[CH:6][CH:7]=1. The yield is 0.950.